This data is from Catalyst prediction with 721,799 reactions and 888 catalyst types from USPTO. The task is: Predict which catalyst facilitates the given reaction. (1) Reactant: [NH2:1][C:2]1[S:3][CH:4]=[C:5]([C:7]([O:9][CH2:10][CH3:11])=[O:8])[N:6]=1.[I:12]N1C(=O)CCC1=O.CCOC(C)=O. Product: [NH2:1][C:2]1[S:3][C:4]([I:12])=[C:5]([C:7]([O:9][CH2:10][CH3:11])=[O:8])[N:6]=1. The catalyst class is: 3. (2) The catalyst class is: 721. Reactant: [CH3:1][C:2]1([CH3:27])[CH:4]2[CH2:5][C:6]3[C:10]([CH:3]12)=[C:9]([CH3:11])[S:8][C:7]=3[C:12]([NH:14][NH:15][C:16](=O)[C:17]1[CH:22]=[C:21]([CH3:23])[N:20]=[C:19]([CH2:24][CH3:25])[CH:18]=1)=[O:13].CC[N+](S(N=C(OC)[O-])(=O)=O)(CC)CC. Product: [CH2:24]([C:19]1[CH:18]=[C:17]([C:16]2[O:13][C:12]([C:7]3[S:8][C:9]([CH3:11])=[C:10]4[C:6]=3[CH2:5][C@H:4]3[C:2]([CH3:27])([CH3:1])[C@H:3]34)=[N:14][N:15]=2)[CH:22]=[C:21]([CH3:23])[N:20]=1)[CH3:25]. (3) Reactant: [Cl:1][C:2]1[CH:7]=[CH:6][C:5]([C:8]2(C#N)[CH2:11][CH2:10][CH2:9]2)=[CH:4][CH:3]=1.C[Mg]I.CC[O:19][CH2:20][CH3:21]. Product: [Cl:1][C:2]1[CH:7]=[CH:6][C:5]([C:8]2([C:20](=[O:19])[CH3:21])[CH2:11][CH2:10][CH2:9]2)=[CH:4][CH:3]=1. The catalyst class is: 11. (4) Reactant: [C:1]([C:3]1[CH:8]=[CH:7][C:6]2=[N:9][C:10]([C:12]3[CH:13]=[CH:14][C:15]([C:25]([F:28])([F:27])[F:26])=[C:16]([NH:18][C:19](=[O:24])[C:20]([CH3:23])([CH3:22])[CH3:21])[CH:17]=3)=[CH:11][N:5]2[N:4]=1)#[N:2].CC[OH:31].CS(C)=O.[OH-].[Na+].OO. Product: [CH3:21][C:20]([CH3:23])([CH3:22])[C:19]([NH:18][C:16]1[CH:17]=[C:12]([C:10]2[N:9]=[C:6]3[N:5]([CH:11]=2)[N:4]=[C:3]([C:1]([NH2:2])=[O:31])[CH:8]=[CH:7]3)[CH:13]=[CH:14][C:15]=1[C:25]([F:28])([F:26])[F:27])=[O:24]. The catalyst class is: 6. (5) Reactant: C(NC(C)C)(C)C.[CH2:8]([Li])[CH2:9][CH2:10][CH3:11].[CH:13]1([C:18]([O:20][CH3:21])=[O:19])[CH2:17][CH2:16][CH2:15][CH2:14]1.BrCCC=C.[Cl-].[NH4+]. Product: [CH3:21][O:20][C:18]([C:13]1([CH2:11][CH2:10][CH:9]=[CH2:8])[CH2:17][CH2:16][CH2:15][CH2:14]1)=[O:19]. The catalyst class is: 1. (6) Reactant: C([O-])([O-])=O.[K+].[K+].[Br:7][C:8]1[C:18]([OH:19])=[C:17]([Br:20])[CH:16]=[CH:15][C:9]=1[C:10]([O:12][CH2:13][CH3:14])=[O:11].[CH2:21]([N:24]([CH2:29][CH2:30][CH3:31])[C:25](=[O:28])[CH2:26]Cl)[CH2:22][CH3:23].O. Product: [Br:7][C:8]1[C:18]([O:19][CH2:26][C:25]([N:24]([CH2:29][CH2:30][CH3:31])[CH2:21][CH2:22][CH3:23])=[O:28])=[C:17]([Br:20])[CH:16]=[CH:15][C:9]=1[C:10]([O:12][CH2:13][CH3:14])=[O:11]. The catalyst class is: 21. (7) Reactant: [Cl:1][C:2]1[CH:15]=[CH:14][C:5]([C:6]([NH:8][CH2:9][CH:10]2[CH2:13][CH2:12][CH2:11]2)=[O:7])=[CH:4][N:3]=1.[CH:16]([Mg]Cl)([CH3:18])[CH3:17]. Product: [Cl:1][C:2]1[CH:15]=[C:14]([CH:16]([CH3:18])[CH3:17])[C:5]([C:6]([NH:8][CH2:9][CH:10]2[CH2:13][CH2:12][CH2:11]2)=[O:7])=[CH:4][N:3]=1. The catalyst class is: 1. (8) Reactant: [CH2:1]([O:3][C:4](=[O:17])[C:5](=O)[CH2:6][C:7]1[C:12]([N+:13]([O-])=O)=[CH:11][CH:10]=[CH:9][N:8]=1)[CH3:2]. Product: [CH2:1]([O:3][C:4]([C:5]1[NH:13][C:12]2[C:7](=[N:8][CH:9]=[CH:10][CH:11]=2)[CH:6]=1)=[O:17])[CH3:2]. The catalyst class is: 29. (9) Reactant: [Br:1][C:2]1[CH:3]=[C:4](I)[CH:5]=[CH:6][CH:7]=1.[C:9]1([C:15]2[CH:33]=[C:32](B(O)O)[C:18]3[O:19][C:20]4[CH:25]=[CH:24][C:23]([C:26]5[CH:31]=[CH:30][CH:29]=[CH:28][CH:27]=5)=[CH:22][C:21]=4[C:17]=3[CH:16]=2)[CH:14]=[CH:13][CH:12]=[CH:11][CH:10]=1.C(=O)([O-])[O-].[Na+].[Na+]. Product: [Br:1][C:2]1[CH:3]=[C:4]([C:25]2[C:20]3[O:19][C:18]4[CH:32]=[CH:33][C:15]([C:9]5[CH:14]=[CH:13][CH:12]=[CH:11][CH:10]=5)=[CH:16][C:17]=4[C:21]=3[CH:22]=[C:23]([C:26]3[CH:27]=[CH:28][CH:29]=[CH:30][CH:31]=3)[CH:24]=2)[CH:5]=[CH:6][CH:7]=1. The catalyst class is: 109. (10) Reactant: C(=O)([O-])[O-].[Cs+].[Cs+].[C:7]1([C:13]2[CH:18]=[CH:17][N:16]=[C:15]([OH:19])[CH:14]=2)[CH:12]=[CH:11][CH:10]=[CH:9][CH:8]=1.Br[CH2:21][CH2:22][C:23]([CH2:33][CH3:34])([S:29]([CH3:32])(=[O:31])=[O:30])[C:24]([O:26][CH2:27][CH3:28])=[O:25]. Product: [CH2:22]([C:23]([S:29]([CH3:32])(=[O:30])=[O:31])([CH2:33][CH2:34][N:16]1[CH:17]=[CH:18][C:13]([C:7]2[CH:8]=[CH:9][CH:10]=[CH:11][CH:12]=2)=[CH:14][C:15]1=[O:19])[C:24]([O:26][CH2:27][CH3:28])=[O:25])[CH3:21]. The catalyst class is: 54.